From a dataset of Reaction yield outcomes from USPTO patents with 853,638 reactions. Predict the reaction yield, written as a fraction of the theoretical maximum amount of product (1.0 means a 100% yield; for example, 0.34 means a 34% yield). (1) The reactants are [F:1][C:2]1([F:18])[CH:6]2[C:7]([C:11]3[CH:16]=[CH:15][CH:14]=[CH:13][C:12]=3[F:17])([CH3:10])[NH:8][O:9][CH:5]2[CH2:4][CH2:3]1.CCCCCCC. The catalyst is C(O)C. The product is [F:18][C:2]1([F:1])[C@H:6]2[C@@:7]([C:11]3[CH:16]=[CH:15][CH:14]=[CH:13][C:12]=3[F:17])([CH3:10])[NH:8][O:9][C@H:5]2[CH2:4][CH2:3]1. The yield is 0.300. (2) The reactants are [CH2:1]([C:3]1[CH:8]=[CH:7][CH:6]=[C:5]([CH2:9][CH3:10])[C:4]=1[CH2:11]O)[CH3:2].O=S(Cl)[Cl:15]. The catalyst is CN(C=O)C.C1(C)C=CC=CC=1. The product is [Cl:15][CH2:11][C:4]1[C:3]([CH2:1][CH3:2])=[CH:8][CH:7]=[CH:6][C:5]=1[CH2:9][CH3:10]. The yield is 0.970.